This data is from Peptide-MHC class I binding affinity with 185,985 pairs from IEDB/IMGT. The task is: Regression. Given a peptide amino acid sequence and an MHC pseudo amino acid sequence, predict their binding affinity value. This is MHC class I binding data. (1) The peptide sequence is YNLRRGTAL. The MHC is HLA-A29:02 with pseudo-sequence HLA-A29:02. The binding affinity (normalized) is 0.657. (2) The peptide sequence is WRRRWQQLLAL. The MHC is Mamu-B08 with pseudo-sequence Mamu-B08. The binding affinity (normalized) is 0.775. (3) The peptide sequence is YLGIFKNNDV. The MHC is HLA-A02:03 with pseudo-sequence HLA-A02:03. The binding affinity (normalized) is 0.739.